Dataset: Reaction yield outcomes from USPTO patents with 853,638 reactions. Task: Predict the reaction yield, written as a fraction of the theoretical maximum amount of product (1.0 means a 100% yield; for example, 0.34 means a 34% yield). (1) The reactants are [N+:1]([C:4]1[CH:18]=[CH:17][CH:16]=[CH:15][C:5]=1[O:6][C:7]1[CH:8]=[C:9]([CH:12]=[CH:13][CH:14]=1)[C:10]#[N:11])([O-])=O.O.O.Cl[Sn]Cl. The catalyst is CCO. The product is [NH2:1][C:4]1[CH:18]=[CH:17][CH:16]=[CH:15][C:5]=1[O:6][C:7]1[CH:8]=[C:9]([CH:12]=[CH:13][CH:14]=1)[C:10]#[N:11]. The yield is 0.990. (2) The reactants are BrC1C=CC(O)=C([C:8]2[CH:17]=[CH:16][C:15]3[C:10](=[CH:11][CH:12]=[C:13]([C:18]4[N:22]([CH:23]5[CH2:28][CH2:27][CH2:26][CH2:25][CH2:24]5)[C:21]5[CH:29]=[CH:30][C:31]([C:33]([OH:35])=[O:34])=[CH:32][C:20]=5[N:19]=4)[CH:14]=3)[N:9]=2)C=1.[Cl:37][C:38]1[CH:43]=[CH:42][C:41]([C:44]2[S:45][C:46](C(=O)C)=[C:47]([CH3:49])[N:48]=2)=[CH:40][CH:39]=1.[OH-].[K+]. The catalyst is C(O)C. The product is [Cl:37][C:38]1[CH:39]=[CH:40][C:41]([C:44]2[S:45][C:46]([C:8]3[CH:17]=[CH:16][C:15]4[C:10](=[CH:11][CH:12]=[C:13]([C:18]5[N:22]([CH:23]6[CH2:24][CH2:25][CH2:26][CH2:27][CH2:28]6)[C:21]6[CH:29]=[CH:30][C:31]([C:33]([OH:35])=[O:34])=[CH:32][C:20]=6[N:19]=5)[CH:14]=4)[N:9]=3)=[C:47]([CH3:49])[N:48]=2)=[CH:42][CH:43]=1. The yield is 0.190. (3) The reactants are [Br:1][C:2]1[CH:3]=[C:4]([F:11])[C:5]([OH:10])=[C:6]([CH:9]=1)[CH:7]=[O:8].C(=O)([O-])[O-].[K+].[K+].Br[CH2:19][C:20]([O:22]C)=[O:21]. The catalyst is C(#N)C. The product is [Br:1][C:2]1[CH:9]=[C:6]([CH:7]=[O:8])[C:5]([O:10][CH2:19][C:20]([OH:22])=[O:21])=[C:4]([F:11])[CH:3]=1. The yield is 0.830.